This data is from Full USPTO retrosynthesis dataset with 1.9M reactions from patents (1976-2016). The task is: Predict the reactants needed to synthesize the given product. (1) Given the product [NH2:1][C:2]1[C:3]([C:9]([NH:11][C:12]2[CH:13]=[N:14][CH:15]=[CH:16][C:17]=2[C@@H:18]2[CH2:23][C@H:22]([CH3:24])[C@@:21]([CH2:26][F:27])([OH:25])[C@H:20]([OH:28])[CH2:19]2)=[O:10])=[N:4][C:5]([B:32]2[O:33][C:34]([CH3:36])([CH3:35])[C:30]([CH3:46])([CH3:29])[O:31]2)=[CH:6][CH:7]=1, predict the reactants needed to synthesize it. The reactants are: [NH2:1][C:2]1[C:3]([C:9]([NH:11][C:12]2[CH:13]=[N:14][CH:15]=[CH:16][C:17]=2[C@@H:18]2[CH2:23][C@H:22]([CH3:24])[C@@:21]([CH2:26][F:27])([OH:25])[C@H:20]([OH:28])[CH2:19]2)=[O:10])=[N:4][C:5](Br)=[CH:6][CH:7]=1.[CH3:29][C:30]1([CH3:46])[C:34]([CH3:36])([CH3:35])[O:33][B:32]([B:32]2[O:33][C:34]([CH3:36])([CH3:35])[C:30]([CH3:46])([CH3:29])[O:31]2)[O:31]1.C1(P(C2CCCCC2)C2CCCCC2)CCCCC1. (2) Given the product [O:30]=[C:21]1[CH:16]2[CH2:17][CH2:18][CH:19]1[CH2:20][CH:14]([C:7]1[NH:6][C:5]3[C:4](=[O:25])[N:3]([CH2:26][CH2:27][CH3:28])[C:2](=[O:1])[N:10]([CH2:11][CH2:12][CH3:13])[C:9]=3[N:8]=1)[CH2:15]2, predict the reactants needed to synthesize it. The reactants are: [O:1]=[C:2]1[N:10]([CH2:11][CH2:12][CH3:13])[C:9]2[N:8]=[C:7]([C:14]3[CH2:20][CH:19]4[CH:21](C(O)=O)[CH:16]([CH2:17][CH2:18]4)[CH:15]=3)[NH:6][C:5]=2[C:4](=[O:25])[N:3]1[CH2:26][CH2:27][CH3:28].C([O-])(O)=[O:30].[Na+]. (3) Given the product [C:9]([O:13][CH2:1][CH2:2][CH2:3][CH2:4][CH2:5][CH2:6][CH2:7][CH3:8])(=[O:12])[CH:10]=[CH2:11], predict the reactants needed to synthesize it. The reactants are: [CH2:1]=[CH:2][CH2:3][CH2:4][CH2:5][CH2:6][CH2:7][CH3:8].[C:9]([OH:13])(=[O:12])[CH:10]=[CH2:11].S(=O)(=O)(O)O. (4) Given the product [Br:1][C:2]1[CH:3]=[CH:4][C:5]2[N:6]([C:8]([C:11]([F:26])([F:25])[C:12]3[CH:13]=[CH:14][C:15]4[N:16]([CH:18]=[C:19]([C:21]([OH:23])=[O:22])[N:20]=4)[N:17]=3)=[N:9][N:10]=2)[CH:7]=1, predict the reactants needed to synthesize it. The reactants are: [Br:1][C:2]1[CH:3]=[CH:4][C:5]2[N:6]([C:8]([C:11]([F:26])([F:25])[C:12]3[CH:13]=[CH:14][C:15]4[N:16]([CH:18]=[C:19]([C:21]([O:23]C)=[O:22])[N:20]=4)[N:17]=3)=[N:9][N:10]=2)[CH:7]=1.[Li+].[OH-]. (5) Given the product [Cl:1][C:2]1[CH:3]=[CH:4][C:5]([O:10][CH:11]2[CH2:20][CH2:19][C:14]3([O:18][CH2:17][CH2:16][O:15]3)[CH2:13][CH2:12]2)=[C:6]([CH:7]=[N:28][C:29]([O:73][Si:46]([CH3:48])([CH3:47])[CH3:45])=[CH2:30])[CH:9]=1, predict the reactants needed to synthesize it. The reactants are: [Cl:1][C:2]1[CH:3]=[CH:4][C:5]([O:10][CH:11]2[CH2:20][CH2:19][C:14]3([O:18][CH2:17][CH2:16][O:15]3)[CH2:13][CH2:12]2)=[C:6]([CH:9]=1)[CH:7]=O.C(OC([N:28]1CCC(COC2C=CC(I)=CC=2C=O)[CH2:30][CH2:29]1)=O)(C)(C)C.[CH3:45][Si:46](N[Si](C)(C)C)([CH3:48])[CH3:47].C([Li])CCC.C[Si](Cl)(C)C.C(N(CC)CC)C.C(Cl)(=[O:73])C. (6) Given the product [CH2:28]([C:17]1[O:16][C:15]([CH2:13][CH3:14])=[C:20]([CH3:21])[C:19](=[C:1]([C:4]#[N:5])[C:2]#[N:3])[C:18]=1[CH3:25])[CH3:29], predict the reactants needed to synthesize it. The reactants are: [CH2:1]([C:4]#[N:5])[C:2]#[N:3].C(OC(=O)C)(=O)C.[CH2:13]([C:15]1[O:16][C:17]([CH2:28][CH3:29])=[C:18]([CH2:25]CC)[C:19](=O)[C:20]=1[CH2:21]CC)[CH3:14]. (7) Given the product [NH:29]1[C:11]2[C:10]3[CH:13]=[CH:14][C:15]([N:17]4[CH2:21][C@H:20]([CH2:22][NH:23][C:24](=[O:26])[CH3:25])[O:19][C:18]4=[O:27])=[CH:16][C:9]=3[CH2:8][CH2:7][S:6][C:5]=2[CH:4]=[N:2]1, predict the reactants needed to synthesize it. The reactants are: C[N:2]([CH:4]=[C:5]1[C:11](=O)[C:10]2[CH:13]=[CH:14][C:15]([N:17]3[CH2:21][C@H:20]([CH2:22][NH:23][C:24](=[O:26])[CH3:25])[O:19][C:18]3=[O:27])=[CH:16][C:9]=2[CH2:8][CH2:7][S:6]1)C.O.[NH2:29]N.